This data is from Catalyst prediction with 721,799 reactions and 888 catalyst types from USPTO. The task is: Predict which catalyst facilitates the given reaction. (1) Reactant: [C:1]([C:3]1[CH:4]=[C:5]([C:24]2[CH:29]=[CH:28][C:27]([N:30]3[C:34](=[O:35])[N:33]([CH2:36][CH2:37][N:38]([CH:46]([CH3:48])[CH3:47])C(=O)OC(C)(C)C)[N:32]=[CH:31]3)=[C:26]([F:49])[CH:25]=2)[CH:6]=[N:7][C:8]=1[N:9]1[CH2:14][CH2:13][N:12]([C:15]2[N:20]=[CH:19][C:18]([CH2:21][CH3:22])=[CH:17][N:16]=2)[CH2:11][C@@H:10]1[CH3:23])#[N:2].[ClH:50]. Product: [ClH:50].[CH2:21]([C:18]1[CH:19]=[N:20][C:15]([N:12]2[CH2:13][CH2:14][N:9]([C:8]3[N:7]=[CH:6][C:5]([C:24]4[CH:29]=[CH:28][C:27]([N:30]5[C:34](=[O:35])[N:33]([CH2:36][CH2:37][NH:38][CH:46]([CH3:48])[CH3:47])[N:32]=[CH:31]5)=[C:26]([F:49])[CH:25]=4)=[CH:4][C:3]=3[C:1]#[N:2])[C@@H:10]([CH3:23])[CH2:11]2)=[N:16][CH:17]=1)[CH3:22]. The catalyst class is: 13. (2) Reactant: Cl.[NH2:2][C@H:3]([CH2:7][CH2:8][C:9]([F:12])([F:11])[F:10])[C:4]([NH2:6])=[O:5].[Cl:13][C:14]1[CH:19]=[CH:18][C:17]([S:20](Cl)(=[O:22])=[O:21])=[CH:16][CH:15]=1.C1COCC1.C(N(CC)CC)C. Product: [Cl:13][C:14]1[CH:19]=[CH:18][C:17]([S:20]([NH:2][C@H:3]([CH2:7][CH2:8][C:9]([F:10])([F:11])[F:12])[C:4]([NH2:6])=[O:5])(=[O:22])=[O:21])=[CH:16][CH:15]=1. The catalyst class is: 6. (3) Reactant: [N+:1]([O:4][CH2:5][CH2:6][CH2:7][CH2:8][C:9]([OH:11])=O)([O-:3])=[O:2].C([N:14](CC)CC)C.ClC(OCC)=O.N.S([O-])([O-])(=O)=O.[Na+].[Na+]. Product: [N+:1]([O:4][CH2:5][CH2:6][CH2:7][CH2:8][C:9]([NH2:14])=[O:11])([O-:3])=[O:2]. The catalyst class is: 4. (4) Reactant: C(OC([N:8]1[C:12]2=[N:13][CH:14]=[CH:15][CH:16]=[C:11]2[C:10]([CH2:17][C:18]2[C:19]([F:25])=[N:20][C:21]([F:24])=[CH:22][CH:23]=2)=[CH:9]1)=O)(C)(C)C.ClC1C=CC(CN)=CC=1.C(N(CC)C(C)C)(C)C.O. Product: [F:25][C:19]1[C:18]([CH2:17][C:10]2[C:11]3[C:12](=[N:13][CH:14]=[CH:15][CH:16]=3)[NH:8][CH:9]=2)=[CH:23][CH:22]=[C:21]([F:24])[N:20]=1. The catalyst class is: 60. (5) Reactant: [F:1][C:2]1[CH:13]=[C:12]([F:14])[CH:11]=[CH:10][C:3]=1[O:4][C:5]([CH3:9])([CH3:8])[C:6]#[N:7].[CH2:15]([OH:17])[CH3:16].[ClH:18]. Product: [ClH:18].[F:1][C:2]1[CH:13]=[C:12]([F:14])[CH:11]=[CH:10][C:3]=1[O:4][C:5]([CH3:9])([CH3:8])[C:6](=[NH:7])[O:17][CH2:15][CH3:16]. The catalyst class is: 2. (6) Reactant: Cl[CH2:2][CH2:3][CH2:4][N:5]1[CH2:9][CH2:8][CH2:7][C:6]1=[O:10].C(=O)([O-])[O-].[Cs+].[Cs+].[OH:17][C:18]1[CH:23]=[CH:22][CH:21]=[CH:20][C:19]=1/[CH:24]=[CH:25]/[CH:26]([CH2:39][C:40]1[CH:45]=[CH:44][C:43]([C:46]([O:48][CH3:49])=[O:47])=[CH:42][CH:41]=1)[CH2:27][CH2:28][C:29]1[CH:38]=[CH:37][C:32]([C:33]([O:35][CH3:36])=[O:34])=[CH:31][CH:30]=1. Product: [CH3:49][O:48][C:46]([C:43]1[CH:42]=[CH:41][C:40]([CH2:39][CH:26](/[CH:25]=[CH:24]/[C:19]2[CH:20]=[CH:21][CH:22]=[CH:23][C:18]=2[O:17][CH2:2][CH2:3][CH2:4][N:5]2[CH2:9][CH2:8][CH2:7][C:6]2=[O:10])[CH2:27][CH2:28][C:29]2[CH:38]=[CH:37][C:32]([C:33]([O:35][CH3:36])=[O:34])=[CH:31][CH:30]=2)=[CH:45][CH:44]=1)=[O:47]. The catalyst class is: 12. (7) Reactant: [Cl:1][C:2]1[C:7](C(O)=O)=[C:6]([F:11])[C:5]([CH2:12][NH:13][C:14](=[O:19])[C:15]([CH3:18])([CH3:17])[CH3:16])=[CH:4][CH:3]=1.[N-:20]=[N+]=[N-].[Na+]. Product: [NH2:20][C:7]1[C:6]([F:11])=[C:5]([CH:4]=[CH:3][C:2]=1[Cl:1])[CH2:12][NH:13][C:14](=[O:19])[C:15]([CH3:18])([CH3:17])[CH3:16]. The catalyst class is: 65. (8) Reactant: [F:1][C:2]([F:7])([F:6])[C:3]([OH:5])=[O:4].C([N:27]1[CH:31]=[C:30]([CH:32]=[CH:33][CH2:34][CH2:35][CH2:36][C:37]([OH:39])=[O:38])[N:29]=[CH:28]1)(C1C=CC=CC=1)(C1C=CC=CC=1)C1C=CC=CC=1. Product: [F:1][C:2]([F:7])([F:6])[C:3]([OH:5])=[O:4].[NH:27]1[CH:31]=[C:30]([CH:32]=[CH:33][CH2:34][CH2:35][CH2:36][C:37]([OH:39])=[O:38])[N:29]=[CH:28]1. The catalyst class is: 4. (9) Reactant: Cl[C:2]1[C:12]2[CH:11]=[C:10]([C:13]([O:15][CH3:16])=[O:14])[CH2:9][CH2:8][NH:7][C:6]=2[N:5]=[CH:4][N:3]=1.[Cl:17][C:18]1[CH:19]=[C:20]([NH2:36])[CH:21]=[N:22][C:23]=1[O:24][C:25]1[CH:30]=[CH:29][CH:28]=[C:27]([O:31][C:32]([F:35])([F:34])[F:33])[CH:26]=1.Cl.N1C=CC=CC=1.C(=O)(O)[O-].[Na+]. Product: [Cl:17][C:18]1[CH:19]=[C:20]([NH:36][C:2]2[C:12]3[CH:11]=[C:10]([C:13]([O:15][CH3:16])=[O:14])[CH2:9][CH2:8][NH:7][C:6]=3[N:5]=[CH:4][N:3]=2)[CH:21]=[N:22][C:23]=1[O:24][C:25]1[CH:30]=[CH:29][CH:28]=[C:27]([O:31][C:32]([F:33])([F:34])[F:35])[CH:26]=1. The catalyst class is: 32.